From a dataset of Catalyst prediction with 721,799 reactions and 888 catalyst types from USPTO. Predict which catalyst facilitates the given reaction. (1) Reactant: Cl[C:2]1[N:3]=[N:4][C:5]([C:17]2[CH:22]=[CH:21][CH:20]=[CH:19][CH:18]=2)=[C:6]([Cl:16])[C:7]=1[C:8]([C:10]1[CH:11]=[N:12][CH:13]=[CH:14][CH:15]=1)=O.[CH3:23][NH:24][NH2:25]. Product: [Cl:16][C:6]1[C:5]([C:17]2[CH:22]=[CH:21][CH:20]=[CH:19][CH:18]=2)=[N:4][N:3]=[C:2]2[N:24]([CH3:23])[N:25]=[C:8]([C:10]3[CH:11]=[N:12][CH:13]=[CH:14][CH:15]=3)[C:7]=12. The catalyst class is: 8. (2) Reactant: C([SiH](CC)CC)C.[CH2:8]([O:10][C:11](=[O:41])[C:12]([NH:37][C:38](=[O:40])[CH3:39])([CH:18]1[CH2:27][CH2:26][C:25]2[C:20](=[CH:21][CH:22]=[C:23]([CH2:28][CH2:29][CH2:30][CH2:31][CH2:32][CH2:33][CH2:34][CH3:35])[CH:24]=2)[C:19]1=O)[C:13]([O:15][CH2:16][CH3:17])=[O:14])[CH3:9]. Product: [CH2:8]([O:10][C:11](=[O:41])[C:12]([NH:37][C:38](=[O:40])[CH3:39])([CH:18]1[CH2:27][CH2:26][C:25]2[C:20](=[CH:21][CH:22]=[C:23]([CH2:28][CH2:29][CH2:30][CH2:31][CH2:32][CH2:33][CH2:34][CH3:35])[CH:24]=2)[CH2:19]1)[C:13]([O:15][CH2:16][CH3:17])=[O:14])[CH3:9]. The catalyst class is: 642. (3) Reactant: [CH2:1]([O:3][C:4](=[O:13])[C:5](=[N+:11]=[N-:12])[C:6](=O)[CH:7]([F:9])[F:8])[CH3:2].[CH3:14][O:15][C:16]([CH:18]=P(C1C=CC=CC=1)(C1C=CC=CC=1)C1C=CC=CC=1)=[O:17]. Product: [CH3:14][O:15][C:16](=[O:17])/[CH:18]=[C:6](/[CH:7]([F:9])[F:8])\[C:5](=[N+:11]=[N-:12])[C:4]([O:3][CH2:1][CH3:2])=[O:13]. The catalyst class is: 28.